This data is from Forward reaction prediction with 1.9M reactions from USPTO patents (1976-2016). The task is: Predict the product of the given reaction. (1) Given the reactants Br[C:2]1[CH:7]=[CH:6][CH:5]=[CH:4][N:3]=1.C([Li])CCC.[CH2:13]([O:20][C:21]1[CH:28]=[CH:27][C:24]([CH:25]=[O:26])=[CH:23][C:22]=1[O:29][CH:30]([CH3:32])[CH3:31])[C:14]1[CH:19]=[CH:18][CH:17]=[CH:16][CH:15]=1.[Cl-].[NH4+], predict the reaction product. The product is: [CH2:13]([O:20][C:21]1[CH:28]=[CH:27][C:24]([CH:25]([C:2]2[CH:7]=[CH:6][CH:5]=[CH:4][N:3]=2)[OH:26])=[CH:23][C:22]=1[O:29][CH:30]([CH3:32])[CH3:31])[C:14]1[CH:19]=[CH:18][CH:17]=[CH:16][CH:15]=1. (2) Given the reactants S(=O)(=O)(O)O.C(OC([N:13](COCC[Si](C)(C)C)[C:14]1[S:15][C@:16]2([C:30]([O:32][CH2:33][CH3:34])=[O:31])[C@H:18]([C@:19]([C:22]3[CH:27]=[CH:26][CH:25]=[C:24]([F:28])[C:23]=3[F:29])([CH3:21])[N:20]=1)[CH2:17]2)=O)(C)(C)C.[N+:43]([O-])([O-:45])=[O:44].[Na+].O.[O-]P([O-])([O-])=O.[K+].[K+].[K+].[OH-].[Na+], predict the reaction product. The product is: [NH2:13][C:14]1[S:15][C@:16]2([C:30]([O:32][CH2:33][CH3:34])=[O:31])[C@H:18]([C@:19]([C:22]3[CH:27]=[C:26]([N+:43]([O-:45])=[O:44])[CH:25]=[C:24]([F:28])[C:23]=3[F:29])([CH3:21])[N:20]=1)[CH2:17]2.